Task: Predict the reactants needed to synthesize the given product.. Dataset: Full USPTO retrosynthesis dataset with 1.9M reactions from patents (1976-2016) (1) Given the product [Cl:59][C:60]1[CH:61]=[C:62]([CH:63]=[CH:64][CH:65]=1)[CH2:66][NH:67][C:24]([CH:21]1[CH2:20][CH2:19][N:18]([C:16]([C:8]2[N:7]([CH2:6][C:5]3[CH:4]=[CH:3][C:2]([Cl:1])=[CH:28][CH:27]=3)[C:15]3[C:10]([CH:9]=2)=[CH:11][CH:12]=[CH:13][CH:14]=3)=[O:17])[CH2:23][CH2:22]1)=[O:26], predict the reactants needed to synthesize it. The reactants are: [Cl:1][C:2]1[CH:28]=[CH:27][C:5]([CH2:6][N:7]2[C:15]3[C:10](=[CH:11][CH:12]=[CH:13][CH:14]=3)[CH:9]=[C:8]2[C:16]([N:18]2[CH2:23][CH2:22][CH:21]([C:24]([OH:26])=O)[CH2:20][CH2:19]2)=[O:17])=[CH:4][CH:3]=1.C(N=C=NCCCN(C)C)C.ON1C2C=CC=CC=2N=N1.C(N(CC)C(C)C)(C)C.[Cl:59][C:60]1[CH:61]=[C:62]([CH2:66][NH2:67])[CH:63]=[CH:64][CH:65]=1. (2) Given the product [C:16]([C:14]1[O:13][N:12]=[C:11]([N:10]2[C:6](=[O:7])[C:2]([Cl:1])=[C:3]([CH3:9])[CH:4]2[OH:8])[CH:15]=1)([CH3:19])([CH3:18])[CH3:17], predict the reactants needed to synthesize it. The reactants are: [Cl:1][C:2]1[C:6](=[O:7])O[CH:4]([OH:8])[C:3]=1[CH3:9].[NH2:10][C:11]1[CH:15]=[C:14]([C:16]([CH3:19])([CH3:18])[CH3:17])[O:13][N:12]=1.C(OC(=O)CC)(=O)CC. (3) Given the product [CH3:1][C:2]1[C:6]([C:7]2[CH:8]=[C:9]([C:17](=[O:19])[CH:22]([CH3:24])[CH3:23])[C:10]3[NH:14][C:13](=[O:15])[NH:12][C:11]=3[CH:16]=2)=[C:5]([CH3:21])[O:4][N:3]=1, predict the reactants needed to synthesize it. The reactants are: [CH3:1][C:2]1[C:6]([C:7]2[CH:8]=[C:9]([C:17]([O:19]C)=O)[C:10]3[NH:14][C:13](=[O:15])[NH:12][C:11]=3[CH:16]=2)=[C:5]([CH3:21])[O:4][N:3]=1.[CH:22]([Mg]Br)([CH3:24])[CH3:23].